Dataset: NCI-60 drug combinations with 297,098 pairs across 59 cell lines. Task: Regression. Given two drug SMILES strings and cell line genomic features, predict the synergy score measuring deviation from expected non-interaction effect. (1) Drug 1: CCC1(CC2CC(C3=C(CCN(C2)C1)C4=CC=CC=C4N3)(C5=C(C=C6C(=C5)C78CCN9C7C(C=CC9)(C(C(C8N6C)(C(=O)OC)O)OC(=O)C)CC)OC)C(=O)OC)O.OS(=O)(=O)O. Cell line: U251. Drug 2: C1=NC(=NC(=O)N1C2C(C(C(O2)CO)O)O)N. Synergy scores: CSS=6.68, Synergy_ZIP=-0.531, Synergy_Bliss=0.815, Synergy_Loewe=-4.60, Synergy_HSA=-4.14. (2) Drug 2: COCCOC1=C(C=C2C(=C1)C(=NC=N2)NC3=CC=CC(=C3)C#C)OCCOC.Cl. Cell line: SK-MEL-5. Drug 1: CCC1=C2CN3C(=CC4=C(C3=O)COC(=O)C4(CC)O)C2=NC5=C1C=C(C=C5)O. Synergy scores: CSS=49.7, Synergy_ZIP=2.32, Synergy_Bliss=3.28, Synergy_Loewe=-10.1, Synergy_HSA=6.18. (3) Drug 1: CN(C)C1=NC(=NC(=N1)N(C)C)N(C)C. Drug 2: CCN(CC)CCCC(C)NC1=C2C=C(C=CC2=NC3=C1C=CC(=C3)Cl)OC. Cell line: U251. Synergy scores: CSS=2.75, Synergy_ZIP=-4.00, Synergy_Bliss=-1.37, Synergy_Loewe=-26.6, Synergy_HSA=-3.75. (4) Drug 1: CN1C(=O)N2C=NC(=C2N=N1)C(=O)N. Drug 2: CCC1(C2=C(COC1=O)C(=O)N3CC4=CC5=C(C=CC(=C5CN(C)C)O)N=C4C3=C2)O.Cl. Cell line: MDA-MB-435. Synergy scores: CSS=9.76, Synergy_ZIP=-4.28, Synergy_Bliss=-1.67, Synergy_Loewe=-19.0, Synergy_HSA=-2.76. (5) Drug 1: CC1=CC2C(CCC3(C2CCC3(C(=O)C)OC(=O)C)C)C4(C1=CC(=O)CC4)C. Drug 2: CC1=C(C(=CC=C1)Cl)NC(=O)C2=CN=C(S2)NC3=CC(=NC(=N3)C)N4CCN(CC4)CCO. Cell line: OVCAR-4. Synergy scores: CSS=14.9, Synergy_ZIP=-3.25, Synergy_Bliss=6.64, Synergy_Loewe=-6.71, Synergy_HSA=5.48. (6) Drug 1: CN(C)N=NC1=C(NC=N1)C(=O)N. Drug 2: CN(C(=O)NC(C=O)C(C(C(CO)O)O)O)N=O. Cell line: CCRF-CEM. Synergy scores: CSS=20.2, Synergy_ZIP=-3.51, Synergy_Bliss=-1.82, Synergy_Loewe=-12.3, Synergy_HSA=-0.857.